Dataset: Full USPTO retrosynthesis dataset with 1.9M reactions from patents (1976-2016). Task: Predict the reactants needed to synthesize the given product. (1) The reactants are: [Cl:1][C:2]1[CH:7]=[CH:6][C:5]([CH2:8]Cl)=[CH:4][N:3]=1.[CH3:10][NH:11][CH:12]1[CH2:17][CH2:16][CH2:15][CH2:14][CH2:13]1.C(=O)([O-])[O-].[K+].[K+]. Given the product [Cl:1][C:2]1[N:3]=[CH:4][C:5]([CH2:8][N:11]([CH:12]2[CH2:17][CH2:16][CH2:15][CH2:14][CH2:13]2)[CH3:10])=[CH:6][CH:7]=1, predict the reactants needed to synthesize it. (2) Given the product [Br:40][C:41]1[S:42][C:43]([C:46]([NH:19][C:20]2[S:21][C:22]([C:25](=[O:26])[NH:27][C:28]3[S:29][CH:30]=[C:31]([C:33]4[CH:38]=[CH:37][C:36]([CH3:39])=[CH:35][CH:34]=4)[N:32]=3)=[CH:23][N:24]=2)=[O:47])=[CH:44][N:45]=1, predict the reactants needed to synthesize it. The reactants are: [I-].ClC1C=CC=C[N+]=1C.CCN(C(C)C)C(C)C.[NH2:19][C:20]1[S:21][C:22]([C:25]([NH:27][C:28]2[S:29][CH:30]=[C:31]([C:33]3[CH:38]=[CH:37][C:36]([CH3:39])=[CH:35][CH:34]=3)[N:32]=2)=[O:26])=[CH:23][N:24]=1.[Br:40][C:41]1[S:42][C:43]([C:46](O)=[O:47])=[CH:44][N:45]=1. (3) Given the product [CH:26]([C:28]1[O:1][N:2]=[C:3]([N:5]2[CH2:6][CH2:7][N:8]([C:11]([O:13][C:14]([CH3:17])([CH3:16])[CH3:15])=[O:12])[CH2:9][CH2:10]2)[N:4]=1)([CH3:27])[CH3:25], predict the reactants needed to synthesize it. The reactants are: [OH:1]/[N:2]=[C:3](/[N:5]1[CH2:10][CH2:9][N:8]([C:11]([O:13][C:14]([CH3:17])([CH3:16])[CH3:15])=[O:12])[CH2:7][CH2:6]1)\[NH2:4].C(N(CC)CC)C.[C:25](Cl)(=O)[CH:26]([CH3:28])[CH3:27]. (4) Given the product [Cl:1][C:2]1[CH:18]=[CH:17][C:5]2[CH2:6][CH2:7][N:8]([C:11](=[O:16])[C:12]([F:14])([F:13])[F:15])[CH2:9][CH2:10][C:4]=2[C:3]=1[NH:27][CH2:28][C:29]1[CH:44]=[CH:43][C:32]([C:33](=[O:34])[NH:35][CH:36]2[CH2:42][CH2:41][CH2:40][CH2:39][CH2:38][CH2:37]2)=[C:31]([F:45])[CH:30]=1, predict the reactants needed to synthesize it. The reactants are: [Cl:1][C:2]1[CH:18]=[CH:17][C:5]2[CH2:6][CH2:7][N:8]([C:11](=[O:16])[C:12]([F:15])([F:14])[F:13])[CH2:9][CH2:10][C:4]=2[C:3]=1OS(C(F)(F)F)(=O)=O.[NH2:27][CH2:28][C:29]1[CH:44]=[CH:43][C:32]([C:33]([NH:35][CH:36]2[CH2:42][CH2:41][CH2:40][CH2:39][CH2:38][CH2:37]2)=[O:34])=[C:31]([F:45])[CH:30]=1. (5) Given the product [Cl:17][C:15]1[CH:16]=[C:11]2[NH:10][C:7]([CH3:9])([CH3:8])[CH2:6][N:12]2[C:13](=[O:20])[N:14]=1, predict the reactants needed to synthesize it. The reactants are: CS(O[CH2:6][C:7]([NH:10][C:11]1[CH:16]=[C:15]([Cl:17])[N:14]=[C:13](Cl)[N:12]=1)([CH3:9])[CH3:8])(=O)=O.C(=O)([O-])[O-:20].[K+].[K+].